Dataset: Catalyst prediction with 721,799 reactions and 888 catalyst types from USPTO. Task: Predict which catalyst facilitates the given reaction. Reactant: [CH3:1][NH:2][CH2:3][CH2:4][C@H:5]([O:11][C:12]1[CH:13]=[CH:14][CH:15]=[C:16]2[CH:21]=[CH:20][CH:19]=[CH:18][C:17]=12)[C:6]1[S:10][CH:9]=[CH:8][CH:7]=1.[ClH:22]. Product: [CH3:1][NH:2][CH2:3][CH2:4][C@H:5]([O:11][C:12]1[CH:13]=[CH:14][CH:15]=[C:16]2[CH:21]=[CH:20][CH:19]=[CH:18][C:17]=12)[C:6]1[S:10][CH:9]=[CH:8][CH:7]=1.[ClH:22]. The catalyst class is: 370.